This data is from NCI-60 drug combinations with 297,098 pairs across 59 cell lines. The task is: Regression. Given two drug SMILES strings and cell line genomic features, predict the synergy score measuring deviation from expected non-interaction effect. (1) Drug 1: CC1=C(C=C(C=C1)NC(=O)C2=CC=C(C=C2)CN3CCN(CC3)C)NC4=NC=CC(=N4)C5=CN=CC=C5. Drug 2: CN(CCCl)CCCl.Cl. Cell line: BT-549. Synergy scores: CSS=22.7, Synergy_ZIP=-7.89, Synergy_Bliss=-3.06, Synergy_Loewe=-2.99, Synergy_HSA=0.892. (2) Drug 1: C1=CC=C(C(=C1)C(C2=CC=C(C=C2)Cl)C(Cl)Cl)Cl. Drug 2: CC12CCC3C(C1CCC2OP(=O)(O)O)CCC4=C3C=CC(=C4)OC(=O)N(CCCl)CCCl.[Na+]. Cell line: HOP-62. Synergy scores: CSS=11.0, Synergy_ZIP=-0.440, Synergy_Bliss=2.16, Synergy_Loewe=1.75, Synergy_HSA=-0.922.